Regression. Given a peptide amino acid sequence and an MHC pseudo amino acid sequence, predict their binding affinity value. This is MHC class I binding data. From a dataset of Peptide-MHC class I binding affinity with 185,985 pairs from IEDB/IMGT. (1) The peptide sequence is ITTESIVIW. The MHC is HLA-A23:01 with pseudo-sequence HLA-A23:01. The binding affinity (normalized) is 0. (2) The peptide sequence is YLFYDFLLV. The MHC is HLA-A02:03 with pseudo-sequence HLA-A02:03. The binding affinity (normalized) is 1.00. (3) The peptide sequence is GYGRVNAGK. The MHC is HLA-A24:03 with pseudo-sequence HLA-A24:03. The binding affinity (normalized) is 0.146. (4) The peptide sequence is WTFTPTTPL. The MHC is HLA-A32:15 with pseudo-sequence HLA-A32:15. The binding affinity (normalized) is 0.625. (5) The peptide sequence is NTYLFNILY. The MHC is HLA-A02:01 with pseudo-sequence HLA-A02:01. The binding affinity (normalized) is 0.367. (6) The peptide sequence is LYEASTTYL. The MHC is HLA-B44:02 with pseudo-sequence HLA-B44:02. The binding affinity (normalized) is 0.213. (7) The binding affinity (normalized) is 0.0847. The MHC is HLA-A26:01 with pseudo-sequence HLA-A26:01. The peptide sequence is QTPGVKIAP. (8) The peptide sequence is AAKKKGASL. The MHC is HLA-B57:01 with pseudo-sequence HLA-B57:01. The binding affinity (normalized) is 0.0847. (9) The peptide sequence is LIFAFSTL. The MHC is H-2-Kb with pseudo-sequence H-2-Kb. The binding affinity (normalized) is 1.00.